This data is from Full USPTO retrosynthesis dataset with 1.9M reactions from patents (1976-2016). The task is: Predict the reactants needed to synthesize the given product. (1) Given the product [CH3:21][N:6]1[C:5]2[CH:22]=[C:23]([C:53]3[CH:54]=[CH:55][CH:56]=[CH:57][C:52]=3[NH:51][S:48]([CH3:47])(=[O:50])=[O:49])[CH:2]=[CH:3][C:4]=2[N:8]=[C:7]1/[CH:9]=[CH:10]/[C:11]1[CH:16]=[CH:15][C:14]([C:17]([F:20])([F:18])[F:19])=[CH:13][CH:12]=1, predict the reactants needed to synthesize it. The reactants are: Br[C:2]1[CH:23]=[CH:22][C:5]2[N:6]([CH3:21])[C:7](/[CH:9]=[CH:10]/[C:11]3[CH:16]=[CH:15][C:14]([C:17]([F:20])([F:19])[F:18])=[CH:13][CH:12]=3)=[N:8][C:4]=2[CH:3]=1.BrC1C=CC2N=C(/C=C/C3C=CC(C(F)(F)F)=CC=3)N(C)C=2C=1.[CH3:47][S:48]([NH:51][C:52]1[CH:57]=[CH:56][CH:55]=[CH:54][C:53]=1B(O)O)(=[O:50])=[O:49]. (2) Given the product [NH:10]1[C:9]2[CH:8]=[CH:7][C:4]([C:5]#[N:6])=[CH:3][C:2]=2[N:1]=[CH:13]1, predict the reactants needed to synthesize it. The reactants are: [NH2:1][C:2]1[CH:3]=[C:4]([CH:7]=[CH:8][C:9]=1[NH2:10])[C:5]#[N:6].[OH-].[Na+].[CH:13](O)=O. (3) Given the product [CH:1]([NH:4][C:5]1[N:10]=[C:9]([C:11]2[C:19]3[C:14](=[CH:15][CH:16]=[C:17]([C:20]4[N:24]=[C:23]([NH2:25])[O:22][N:21]=4)[CH:18]=3)[NH:13][CH:12]=2)[CH:8]=[N:7][CH:6]=1)([CH3:3])[CH3:2], predict the reactants needed to synthesize it. The reactants are: [CH:1]([NH:4][C:5]1[N:10]=[C:9]([C:11]2[C:19]3[C:14](=[CH:15][CH:16]=[C:17]([C:20]4[N:24]=[C:23]([NH2:25])[O:22][N:21]=4)[CH:18]=3)[N:13](S(C3C=CC(C)=CC=3)(=O)=O)[CH:12]=2)[CH:8]=[N:7][CH:6]=1)([CH3:3])[CH3:2].[OH-].[Na+]. (4) Given the product [CH:1]([C:4]1[CH:5]=[N:6][C:7]([N:10]2[CH2:15][CH2:14][CH:13]([C@H:16]3[CH2:18][C@H:17]3[CH2:19][OH:20])[CH2:12][CH2:11]2)=[N:8][CH:9]=1)([CH3:3])[CH3:2], predict the reactants needed to synthesize it. The reactants are: [C:1]([C:4]1[CH:5]=[N:6][C:7]([N:10]2[CH2:15][CH2:14][CH:13]([C@H:16]3[CH2:18][C@H:17]3[CH2:19][OH:20])[CH2:12][CH2:11]2)=[N:8][CH:9]=1)([CH3:3])=[CH2:2].